This data is from Forward reaction prediction with 1.9M reactions from USPTO patents (1976-2016). The task is: Predict the product of the given reaction. Given the reactants [OH:1][CH2:2][C:3]([NH:17][C:18](=[O:24])[O:19][C:20]([CH3:23])([CH3:22])[CH3:21])([CH:6]1[CH2:15][CH2:14][C:13]2[C:8](=[CH:9][CH:10]=[C:11]([OH:16])[CH:12]=2)[CH2:7]1)[CH2:4][OH:5].CO[C:27](OC)([CH3:29])[CH3:28].B(F)(F)F.CCOCC.C(Cl)Cl.CO, predict the reaction product. The product is: [OH:16][C:11]1[CH:12]=[C:13]2[C:8](=[CH:9][CH:10]=1)[CH2:7][CH:6]([C:3]1([NH:17][C:18](=[O:24])[O:19][C:20]([CH3:21])([CH3:23])[CH3:22])[CH2:4][O:5][C:27]([CH3:29])([CH3:28])[O:1][CH2:2]1)[CH2:15][CH2:14]2.